This data is from Forward reaction prediction with 1.9M reactions from USPTO patents (1976-2016). The task is: Predict the product of the given reaction. (1) Given the reactants [CH3:1][O:2][C:3]1[CH:8]=[CH:7][CH:6]=[CH:5][C:4]=1Cl.[C:10]([C:14]1[CH:19]=[CH:18][CH:17]=[CH:16][CH:15]=1)(=[O:13])[CH2:11][CH3:12].C(O[Na])(C)(C)C, predict the reaction product. The product is: [CH3:1][O:2][C:3]1[CH:8]=[CH:7][CH:6]=[CH:5][C:4]=1[CH:11]([CH3:12])[C:10]([C:14]1[CH:19]=[CH:18][CH:17]=[CH:16][CH:15]=1)=[O:13]. (2) Given the reactants [F:1][C:2]1[CH:7]=[CH:6][CH:5]=[CH:4][C:3]=1[N:8]1[C:16]2[C:11](=[C:12]([N:17]3[CH:21]=[CH:20][N:19]([CH2:22][C:23]([OH:25])=O)[C:18]3=[O:26])[CH:13]=[CH:14][CH:15]=2)[CH:10]=[N:9]1.Cl.[F:28][C@H:29]1[CH2:33][CH2:32][NH:31][CH2:30]1.C(N(C(C)C)C(C)C)C.CN(C(ON1N=NC2C=CC=NC1=2)=[N+](C)C)C.F[P-](F)(F)(F)(F)F, predict the reaction product. The product is: [F:1][C:2]1[CH:7]=[CH:6][CH:5]=[CH:4][C:3]=1[N:8]1[C:16]2[C:11](=[C:12]([N:17]3[CH:21]=[CH:20][N:19]([CH2:22][C:23]([N:31]4[CH2:32][CH2:33][C@H:29]([F:28])[CH2:30]4)=[O:25])[C:18]3=[O:26])[CH:13]=[CH:14][CH:15]=2)[CH:10]=[N:9]1. (3) The product is: [Br:1][C:2]1[N:3]=[C:4]2[C:10]([C:11]([O:13][CH3:14])=[O:12])=[CH:9][N:8]([CH2:28][O:27][C:21](=[O:26])[C:22]([CH3:25])([CH3:24])[CH3:23])[C:5]2=[N:6][CH:7]=1. Given the reactants [Br:1][C:2]1[N:3]=[C:4]2[C:10]([C:11]([O:13][CH3:14])=[O:12])=[CH:9][NH:8][C:5]2=[N:6][CH:7]=1.C([O-])([O-])=O.[K+].[K+].[C:21]([O:27][CH2:28]Cl)(=[O:26])[C:22]([CH3:25])([CH3:24])[CH3:23].O, predict the reaction product. (4) The product is: [F:13][C:14]([F:25])([F:26])[O:15][C:16]1[CH:21]=[CH:20][C:19]([C:2]2[CH:11]=[C:10]3[C:5]([CH:6]=[N:7][NH:8][C:9]3=[O:12])=[CH:4][CH:3]=2)=[CH:18][CH:17]=1. Given the reactants Br[C:2]1[CH:11]=[C:10]2[C:5]([CH:6]=[N:7][NH:8][C:9]2=[O:12])=[CH:4][CH:3]=1.[F:13][C:14]([F:26])([F:25])[O:15][C:16]1[CH:21]=[CH:20][C:19](B(O)O)=[CH:18][CH:17]=1.C(=O)([O-])[O-].[K+].[K+], predict the reaction product. (5) The product is: [CH3:14][O:15][C:16]([CH:6]1[CH2:5][C:4]2[C:8](=[CH:9][CH:10]=[C:2]([Br:1])[CH:3]=2)[C:7]1=[O:11])=[O:17]. Given the reactants [Br:1][C:2]1[CH:3]=[C:4]2[C:8](=[CH:9][CH:10]=1)[C:7](=[O:11])[CH2:6][CH2:5]2.[H-].[Na+].[CH3:14][O:15][C:16](=O)[O:17]C, predict the reaction product. (6) Given the reactants [CH3:1][N:2]1[C:7]([CH3:9])([CH3:8])[CH2:6][C:5](=O)[CH2:4][C:3]1([CH3:12])[CH3:11].[C:13]1([OH:19])[CH:18]=[CH:17][CH:16]=[CH:15][CH:14]=1.Cl.[OH-].[NH4+], predict the reaction product. The product is: [CH3:1][N:2]1[C:7]([CH3:9])([CH3:8])[CH:6]=[C:5]([C:16]2[CH:17]=[CH:18][C:13]([OH:19])=[CH:14][CH:15]=2)[CH2:4][C:3]1([CH3:12])[CH3:11]. (7) Given the reactants Br[C:2]1[CH:7]=[C:6]([F:8])[CH:5]=[C:4]([CH3:9])[C:3]=1[OH:10].[O:11]1[CH:15]=[CH:14][C:13](B(O)O)=[CH:12]1.C(=O)([O-])[O-].[Na+].[Na+].O, predict the reaction product. The product is: [F:8][C:6]1[CH:5]=[C:4]([CH3:9])[C:3]([OH:10])=[C:2]([C:13]2[CH:14]=[CH:15][O:11][CH:12]=2)[CH:7]=1. (8) Given the reactants [H-].[Na+].[OH:3][N:4]1[C:8](=[O:9])[C:7]2=[CH:10][CH:11]=[CH:12][CH:13]=[C:6]2[C:5]1=[O:14].[C:15]([O:19][C:20]([N:22]1[CH2:27][CH2:26][CH:25]([CH2:28][CH2:29]OS(C2C=CC(C)=CC=2)(=O)=O)[CH2:24][CH2:23]1)=[O:21])([CH3:18])([CH3:17])[CH3:16].O, predict the reaction product. The product is: [C:15]([O:19][C:20]([N:22]1[CH2:27][CH2:26][CH:25]([CH2:28][CH2:29][O:3][N:4]2[C:5](=[O:14])[C:6]3[C:7](=[CH:10][CH:11]=[CH:12][CH:13]=3)[C:8]2=[O:9])[CH2:24][CH2:23]1)=[O:21])([CH3:18])([CH3:17])[CH3:16]. (9) Given the reactants [Cl:1][C:2]1[C:3]2[S:20][C:19](=O)[NH:18][C:4]=2[N:5]=[C:6]([S:8][CH2:9][C:10]2[CH:15]=[CH:14][CH:13]=[C:12]([F:16])[C:11]=2[F:17])[N:7]=1.C1(C)C=CC(S(O)(=O)=O)=CC=1.[O:33]1[CH:38]=[CH:37][CH2:36][CH2:35][CH2:34]1.C(=O)(O)[O-].[Na+], predict the reaction product. The product is: [Cl:1][C:2]1[C:3]2[S:20][CH2:19][N:18]([CH:34]3[CH2:35][CH2:36][CH2:37][CH2:38][O:33]3)[C:4]=2[N:5]=[C:6]([S:8][CH2:9][C:10]2[CH:15]=[CH:14][CH:13]=[C:12]([F:16])[C:11]=2[F:17])[N:7]=1. (10) Given the reactants Cl[C:2]1[C:11]2[C:6](=[C:7]([NH:12][C:13]([NH:15][CH2:16][C:17]3[CH:22]=[CH:21][C:20]([C:23]([F:26])([F:25])[F:24])=[CH:19][CH:18]=3)=[O:14])[CH:8]=[CH:9][CH:10]=2)[CH:5]=[CH:4][N:3]=1.Cl.C1C[O:31]CC1, predict the reaction product. The product is: [OH:31][C:2]1[C:11]2[C:6](=[C:7]([NH:12][C:13]([NH:15][CH2:16][C:17]3[CH:22]=[CH:21][C:20]([C:23]([F:26])([F:25])[F:24])=[CH:19][CH:18]=3)=[O:14])[CH:8]=[CH:9][CH:10]=2)[CH:5]=[CH:4][N:3]=1.